Dataset: Full USPTO retrosynthesis dataset with 1.9M reactions from patents (1976-2016). Task: Predict the reactants needed to synthesize the given product. (1) The reactants are: [Cl:1][C:2]1[C:3]2[N:4]([C:12]([CH3:15])=[N:13][N:14]=2)[C:5]2[CH:10]=[C:9]([CH3:11])[NH:8][C:6]=2[CH:7]=1.C([O-])([O-])=O.[Cs+].[Cs+].Cl.Cl[CH2:24][C:25]1[CH:30]=[CH:29][CH:28]=[CH:27][N:26]=1. Given the product [Cl:1][C:2]1[C:3]2[N:4]([C:12]([CH3:15])=[N:13][N:14]=2)[C:5]2[CH:10]=[C:9]([CH3:11])[N:8]([CH2:24][C:25]3[CH:30]=[CH:29][CH:28]=[CH:27][N:26]=3)[C:6]=2[CH:7]=1, predict the reactants needed to synthesize it. (2) Given the product [CH3:33][C:13]1[C:14]([CH3:32])=[C:15]([NH:20][CH2:21][CH2:22][O:23][CH2:24][CH2:25][CH2:26][C:27]2[S:28][CH:29]=[CH:30][N:31]=2)[C:16]([N+:17]([O-:19])=[O:18])=[C:11]([O:7][C:1]2[CH:6]=[CH:5][CH:4]=[CH:3][CH:2]=2)[N:12]=1, predict the reactants needed to synthesize it. The reactants are: [C:1]1([OH:7])[CH:6]=[CH:5][CH:4]=[CH:3][CH:2]=1.[H-].[Na+].Cl[C:11]1[C:16]([N+:17]([O-:19])=[O:18])=[C:15]([NH:20][CH2:21][CH2:22][O:23][CH2:24][CH2:25][CH2:26][C:27]2[S:28][CH:29]=[CH:30][N:31]=2)[C:14]([CH3:32])=[C:13]([CH3:33])[N:12]=1. (3) The reactants are: [CH3:1][N:2]1[C:7](=[O:8])[CH:6]=[CH:5][C:4]([C:9](=[O:28])[CH2:10][CH:11]([C:19]2[CH:27]=[CH:26][C:22]([C:23]([OH:25])=O)=[CH:21][CH:20]=2)[C:12]2[CH:17]=[CH:16][CH:15]=[CH:14][C:13]=2[CH3:18])=[CH:3]1.[NH:29]1[CH2:34][CH2:33][O:32][CH2:31][CH2:30]1.F[P-](F)(F)(F)(F)F.N1(O[P+](N(C)C)(N(C)C)N(C)C)C2C=CC=CC=2N=N1.C(N(C(C)C)C(C)C)C. Given the product [CH3:1][N:2]1[CH:3]=[C:4]([C:9](=[O:28])[CH2:10][CH:11]([C:19]2[CH:27]=[CH:26][C:22]([C:23]([N:29]3[CH2:34][CH2:33][O:32][CH2:31][CH2:30]3)=[O:25])=[CH:21][CH:20]=2)[C:12]2[CH:17]=[CH:16][CH:15]=[CH:14][C:13]=2[CH3:18])[CH:5]=[CH:6][C:7]1=[O:8], predict the reactants needed to synthesize it. (4) Given the product [ClH:23].[CH:1]([C:4]1[CH:9]=[CH:8][C:7]([NH:10][S:11]([C:14]2[S:22][C:21]3[CH:20]=[CH:19][N:18]=[C:17]([N:40]4[CH2:45][CH2:44][NH:53][CH2:54][CH2:59]4)[C:16]=3[CH:15]=2)(=[O:13])=[O:12])=[CH:6][CH:5]=1)([CH3:3])[CH3:2], predict the reactants needed to synthesize it. The reactants are: [CH:1]([C:4]1[CH:9]=[CH:8][C:7]([NH:10][S:11]([C:14]2[S:22][C:21]3[CH:20]=[CH:19][N:18]=[C:17]([Cl:23])[C:16]=3[CH:15]=2)(=[O:13])=[O:12])=[CH:6][CH:5]=1)([CH3:3])[CH3:2].S1C2C=CC=NC=2C=C1.CO[C@@H]1[C@@H](C(OC)=O)[C@@H]2[C@@H](C[N:40]3[C@H:45](C2)[C:44]2[NH:53][C:54]4[CH:59]=C(OC)C=CC=4C=2CC3)C[C@H]1OC(C1C=C(OC)C(OC)=C(OC)C=1)=O. (5) Given the product [CH3:1][N:2]1[CH2:7][CH2:6][N:5]([C:8]2[C:16]3[C:11](=[CH:12][CH:13]=[C:14]([NH2:17])[CH:15]=3)[NH:10][N:9]=2)[CH2:4][CH2:3]1, predict the reactants needed to synthesize it. The reactants are: [CH3:1][N:2]1[CH2:7][CH2:6][N:5]([C:8]2[C:16]3[C:11](=[CH:12][CH:13]=[C:14]([N+:17]([O-])=O)[CH:15]=3)[NH:10][N:9]=2)[CH2:4][CH2:3]1. (6) Given the product [Cl:1][C:2]1[CH:9]=[C:6]2[C:5](=[CH:4][C:3]=1[F:11])[O:10][CH:20]([C:19]([F:18])([F:28])[F:27])[C:21]([C:22]([O:24][CH2:25][CH3:26])=[O:23])=[CH:7]2, predict the reactants needed to synthesize it. The reactants are: [Cl:1][C:2]1[C:3]([F:11])=[CH:4][C:5]([OH:10])=[C:6]([CH:9]=1)[CH:7]=O.C([O-])([O-])=O.[K+].[K+].[F:18][C:19]([F:28])([F:27])/[CH:20]=[CH:21]/[C:22]([O:24][CH2:25][CH3:26])=[O:23].C([O-])(=O)/C=C/C.Cl. (7) Given the product [CH:19]1[C:20]2[CH:21]([CH2:23][O:24][C:25]([NH:27][C@@H:28]([CH2:32][CH2:33][NH:34][C:5]([CH:1]3[CH2:4][CH2:3][CH2:2]3)=[O:6])[C:29]([OH:31])=[O:30])=[O:26])[C:22]3[C:14](=[CH:13][CH:12]=[CH:11][CH:10]=3)[C:15]=2[CH:16]=[CH:17][CH:18]=1, predict the reactants needed to synthesize it. The reactants are: [CH:1]1([C:5](Cl)=[O:6])[CH2:4][CH2:3][CH2:2]1.[OH-].[Na+].[CH:10]1[C:22]2[CH:21]([CH2:23][O:24][C:25]([NH:27][C@@H:28]([CH2:32][CH2:33][NH2:34])[C:29]([OH:31])=[O:30])=[O:26])[C:20]3[C:15](=[CH:16][CH:17]=[CH:18][CH:19]=3)[C:14]=2[CH:13]=[CH:12][CH:11]=1. (8) The reactants are: C(OC([NH:8][C@H:9]([CH2:43][CH2:44][CH2:45][CH2:46][NH:47]C(OC(C)(C)C)=O)[C:10]([NH:12][CH2:13][CH2:14][C:15]([O:17][C:18]1[CH:19]=[CH:20][C:21]2[C:27]3[C:28]([O:36][CH3:37])=[C:29]([O:34][CH3:35])[C:30]([O:32][CH3:33])=[CH:31][C:26]=3[CH2:25][CH2:24][C@H:23]([NH:38][C:39](=[O:41])[CH3:40])[C:22]=2[CH:42]=1)=[O:16])=[O:11])=O)(C)(C)C.Cl.CCOCC. Given the product [NH2:8][C@H:9]([CH2:43][CH2:44][CH2:45][CH2:46][NH2:47])[C:10]([NH:12][CH2:13][CH2:14][C:15]([O:17][C:18]1[CH:19]=[CH:20][C:21]2[C:27]3[C:28]([O:36][CH3:37])=[C:29]([O:34][CH3:35])[C:30]([O:32][CH3:33])=[CH:31][C:26]=3[CH2:25][CH2:24][C@H:23]([NH:38][C:39](=[O:41])[CH3:40])[C:22]=2[CH:42]=1)=[O:16])=[O:11], predict the reactants needed to synthesize it. (9) The reactants are: [Br:1][C:2]1[CH:3]=[CH:4][C:5]([Cl:11])=[C:6]([CH:10]=1)[C:7](Cl)=[O:8].[CH2:12]([O:14][C:15]1[CH:20]=[CH:19][CH:18]=[C:17]([F:21])[C:16]=1[F:22])[CH3:13].[Cl-].[Cl-].[Cl-].[Al+3]. Given the product [Br:1][C:2]1[CH:3]=[CH:4][C:5]([Cl:11])=[C:6]([C:7]([C:18]2[CH:19]=[CH:20][C:15]([O:14][CH2:12][CH3:13])=[C:16]([F:22])[C:17]=2[F:21])=[O:8])[CH:10]=1, predict the reactants needed to synthesize it. (10) Given the product [CH:13]1([C:11]([C:3]2[S:4][C:5]3[CH:10]=[CH:9][N:8]=[CH:7][C:6]=3[C:2]=2[CH3:1])=[O:12])[CH2:18][CH2:17][CH2:16][CH2:15][CH2:14]1, predict the reactants needed to synthesize it. The reactants are: [CH3:1][C:2]1[C:6]2[CH:7]=[N:8][CH:9]=[CH:10][C:5]=2[S:4][C:3]=1[CH:11]=[O:12].[CH:13]1([Mg]Br)[CH2:18][CH2:17][CH2:16][CH2:15][CH2:14]1.[Cl-].[NH4+].C[N+]1([O-])CCOCC1.